From a dataset of Catalyst prediction with 721,799 reactions and 888 catalyst types from USPTO. Predict which catalyst facilitates the given reaction. (1) Reactant: [Cl:1][C:2]1[CH:43]=[CH:42][C:5]([CH2:6][NH:7][C:8]([C:10]2[C:11](=[O:41])[C:12]3[CH:28]=[C:27]([CH2:29][N:30]([CH2:32][CH:33]([OH:40])[C:34]4[N:39]=[CH:38][CH:37]=[CH:36][N:35]=4)[CH3:31])[S:26][C:13]=3[N:14]([CH2:16][CH2:17][CH2:18][O:19]C3CCCCO3)[CH:15]=2)=[O:9])=[CH:4][CH:3]=1.Cl(O)(=O)(=O)=O.C([O-])(O)=O.[Na+]. Product: [Cl:1][C:2]1[CH:3]=[CH:4][C:5]([CH2:6][NH:7][C:8]([C:10]2[C:11](=[O:41])[C:12]3[CH:28]=[C:27]([CH2:29][N:30]([CH2:32][CH:33]([OH:40])[C:34]4[N:39]=[CH:38][CH:37]=[CH:36][N:35]=4)[CH3:31])[S:26][C:13]=3[N:14]([CH2:16][CH2:17][CH2:18][OH:19])[CH:15]=2)=[O:9])=[CH:42][CH:43]=1. The catalyst class is: 20. (2) Reactant: [Cl:1][C:2]1[N:7]=[C:6]([NH:8][C:9]2[CH:13]=[C:12]([CH3:14])[NH:11][N:10]=2)[C:5]([Cl:15])=[CH:4][N:3]=1.O.C1(C)C=CC(S(O)(=O)=O)=CC=1.[CH2:28]1[CH2:33][O:32][CH:31]=[CH:30][CH2:29]1. Product: [Cl:1][C:2]1[N:7]=[C:6]([NH:8][C:9]2[CH:13]=[C:12]([CH3:14])[N:11]([CH:31]3[CH2:30][CH2:29][CH2:28][CH2:33][O:32]3)[N:10]=2)[C:5]([Cl:15])=[CH:4][N:3]=1. The catalyst class is: 1. (3) Product: [CH:19]1[C:28]2[C:23](=[CH:24][CH:25]=[CH:26][CH:27]=2)[CH:22]=[CH:21][C:20]=1[CH:29]=[CH:30][C:31]([NH:7][C:8]1[CH:9]=[CH:10][C:11]([C:12]([O:14][CH2:15][CH3:16])=[O:13])=[CH:17][CH:18]=1)=[O:32]. The catalyst class is: 2. Reactant: N1C=CC=CC=1.[NH2:7][C:8]1[CH:18]=[CH:17][C:11]([C:12]([O:14][CH2:15][CH3:16])=[O:13])=[CH:10][CH:9]=1.[CH:19]1[C:28]2[C:23](=[CH:24][CH:25]=[CH:26][CH:27]=2)[CH:22]=[CH:21][C:20]=1/[CH:29]=[CH:30]/[C:31](Cl)=[O:32]. (4) Reactant: [F:1][CH:2]([F:20])[O:3][C:4]1[CH:9]=[CH:8][C:7]([C:10](=O)[C:11]([C:13]2[CH:18]=[CH:17][CH:16]=[CH:15]C=2)=O)=[CH:6][CH:5]=1.[O:21]1[CH2:26]COCC1.Cl.[CH3:28][NH:29][C:30]([NH2:32])=[NH:31].C([O-])([O-])=O.[Na+].[Na+]. Product: [NH2:32][C:30]1[N:29]([CH3:28])[C:26](=[O:21])[C:10]([C:7]2[CH:6]=[CH:5][C:4]([O:3][CH:2]([F:1])[F:20])=[CH:9][CH:8]=2)([C:11]2[CH:13]=[CH:18][CH:17]=[CH:16][CH:15]=2)[N:31]=1. The catalyst class is: 315. (5) Reactant: [C:1]([CH2:3][CH2:4][N:5]1[C:9]([OH:10])=[C:8]([CH2:11][C:12]2[CH:20]=[CH:19][C:15]([C:16]([OH:18])=O)=[CH:14][CH:13]=2)[C:7]([CH:21]([CH3:23])[CH3:22])=[N:6]1)#[N:2].Cl.N[C@H:26]([C:28]([NH2:30])=[O:29])[CH3:27].C([N:34](CC)C(C)C)(C)C.ON1C2C=CC=CC=2N=N1.Cl.C(N=C=NCCCN(C)C)C. Product: [C:28]([CH2:26][CH2:27][NH:34][C:16](=[O:18])[C:15]1[CH:14]=[CH:13][C:12]([CH2:11][C:8]2[C:7]([CH:21]([CH3:23])[CH3:22])=[N:6][N:5]([CH2:4][CH2:3][C:1]#[N:2])[C:9]=2[OH:10])=[CH:20][CH:19]=1)(=[O:29])[NH2:30]. The catalyst class is: 4.